Dataset: NCI-60 drug combinations with 297,098 pairs across 59 cell lines. Task: Regression. Given two drug SMILES strings and cell line genomic features, predict the synergy score measuring deviation from expected non-interaction effect. Synergy scores: CSS=30.5, Synergy_ZIP=-6.24, Synergy_Bliss=2.06, Synergy_Loewe=-6.00, Synergy_HSA=2.45. Drug 1: CC(C1=C(C=CC(=C1Cl)F)Cl)OC2=C(N=CC(=C2)C3=CN(N=C3)C4CCNCC4)N. Drug 2: C1C(C(OC1N2C=C(C(=O)NC2=O)F)CO)O. Cell line: IGROV1.